Dataset: Forward reaction prediction with 1.9M reactions from USPTO patents (1976-2016). Task: Predict the product of the given reaction. (1) Given the reactants [C:1]([O:4][C:5]1[CH:13]=[CH:12][C:11]([Br:14])=[CH:10][C:6]=1[C:7]([OH:9])=O)(=[O:3])[CH3:2].[NH2:15][C:16]1[S:17][CH:18]=[C:19]([C:21]([CH3:24])([CH3:23])[CH3:22])[N:20]=1, predict the reaction product. The product is: [C:1]([O:4][C:5]1[CH:13]=[CH:12][C:11]([Br:14])=[CH:10][C:6]=1[C:7]([NH:15][C:16]1[S:17][CH:18]=[C:19]([C:21]([CH3:24])([CH3:23])[CH3:22])[N:20]=1)=[O:9])(=[O:3])[CH3:2]. (2) Given the reactants [CH3:1][O:2][C:3]([C:5]1[S:6][C:7]([C:31]2[CH:36]=[CH:35][CH:34]=[CH:33][CH:32]=2)=[CH:8][C:9]=1[N:10]([S:19]([C:22]1[CH:27]=[C:26]([CH3:28])[C:25]([Cl:29])=[CH:24][C:23]=1[CH3:30])(=[O:21])=[O:20])[CH2:11][C:12]1[CH:17]=[CH:16][CH:15]=[C:14](I)[CH:13]=1)=[O:4].[O:37]1[C:41]2[CH:42]=[CH:43][CH:44]=[CH:45][C:40]=2[CH:39]=[C:38]1B(O)O, predict the reaction product. The product is: [CH3:1][O:2][C:3]([C:5]1[S:6][C:7]([C:31]2[CH:36]=[CH:35][CH:34]=[CH:33][CH:32]=2)=[CH:8][C:9]=1[N:10]([CH:11]([C:38]1[O:37][C:41]2[CH:42]=[CH:43][CH:44]=[CH:45][C:40]=2[CH:39]=1)[C:12]1[CH:17]=[CH:16][CH:15]=[CH:14][CH:13]=1)[S:19]([C:22]1[CH:27]=[C:26]([CH3:28])[C:25]([Cl:29])=[CH:24][C:23]=1[CH3:30])(=[O:21])=[O:20])=[O:4]. (3) The product is: [CH3:33][O:34][C:35]1[CH:36]=[C:37]([N:43]2[CH2:44][CH2:45][N:46]([C:4](=[O:5])[C@:3]([C@H:7]([C:18]3[CH:23]=[CH:22][CH:21]=[CH:20][C:19]=3[O:24][CH3:25])[C:8]3[C:17]4[C:12](=[CH:13][CH:14]=[CH:15][CH:16]=4)[CH:11]=[CH:10][CH:9]=3)([CH3:26])[C:1]#[N:2])[CH2:47][CH2:48]2)[CH:38]=[C:39]([O:41][CH3:42])[CH:40]=1. Given the reactants [C:1]([C@:3]([CH3:26])([C@H:7]([C:18]1[CH:23]=[CH:22][CH:21]=[CH:20][C:19]=1[O:24][CH3:25])[C:8]1[C:17]2[C:12](=[CH:13][CH:14]=[CH:15][CH:16]=2)[CH:11]=[CH:10][CH:9]=1)[C:4](O)=[O:5])#[N:2].C(Cl)(=O)C(Cl)=O.[CH3:33][O:34][C:35]1[CH:36]=[C:37]([N:43]2[CH2:48][CH2:47][NH:46][CH2:45][CH2:44]2)[CH:38]=[C:39]([O:41][CH3:42])[CH:40]=1, predict the reaction product. (4) Given the reactants [Br:1][C:2]1[CH:7]=[CH:6][C:5]([C:8]([CH3:15])([CH3:14])[C:9](OCC)=[O:10])=[CH:4][CH:3]=1.[H-].[H-].[H-].[H-].[Li+].[Al+3], predict the reaction product. The product is: [Br:1][C:2]1[CH:3]=[CH:4][C:5]([C:8]([CH3:15])([CH3:14])[CH2:9][OH:10])=[CH:6][CH:7]=1. (5) The product is: [C:1]([CH2:3][C@H:4]1[O:16][C:24]([CH3:26])([CH3:25])[O:15][C@@H:6]([CH2:7][C:8]([O:10][C:11]([CH3:13])([CH3:12])[CH3:14])=[O:9])[CH2:5]1)#[N:2]. Given the reactants [C:1]([CH2:3][CH:4]([OH:16])[CH2:5][CH:6]([OH:15])[CH2:7][C:8]([O:10][C:11]([CH3:14])([CH3:13])[CH3:12])=[O:9])#[N:2].CS(O)(=O)=O.CO[C:24](OC)([CH3:26])[CH3:25], predict the reaction product.